Dataset: Catalyst prediction with 721,799 reactions and 888 catalyst types from USPTO. Task: Predict which catalyst facilitates the given reaction. (1) Reactant: [CH3:1][CH:2]([OH:5])[CH2:3][OH:4].[CH3:6][C:7]([OH:9])=[O:8].[CH3:10][OH:11].[CH2:12]([C:17]([OH:19])=O)[CH2:13][C:14]([OH:16])=[O:15]. Product: [CH:1]1[C:2]([OH:5])=[C:3]([OH:4])[C:17]2[O:16][C:14](=[O:15])[C:13]3=[CH:12][C:17]([OH:19])=[C:10]([OH:11])[C:14]4[O:8][C:7](=[O:9])[C:6]=1[C:12]=2[C:13]=43. The catalyst class is: 425. (2) The catalyst class is: 5. Product: [SH:35][C:2]1[C:7]([N+:8]([O-:10])=[O:9])=[C:6]([NH:11][C@H:12]([C:14]2[N:15]([C:29]3[CH:34]=[CH:33][CH:32]=[CH:31][CH:30]=3)[C:16](=[O:28])[C:17]3[C:22]([CH:23]=2)=[CH:21][CH:20]=[CH:19][C:18]=3[C:24]([F:27])([F:26])[F:25])[CH3:13])[CH:5]=[CH:4][N:3]=1. Reactant: Cl[C:2]1[C:7]([N+:8]([O-:10])=[O:9])=[C:6]([NH:11][C@H:12]([C:14]2[N:15]([C:29]3[CH:34]=[CH:33][CH:32]=[CH:31][CH:30]=3)[C:16](=[O:28])[C:17]3[C:22]([CH:23]=2)=[CH:21][CH:20]=[CH:19][C:18]=3[C:24]([F:27])([F:26])[F:25])[CH3:13])[CH:5]=[CH:4][N:3]=1.[SH-:35].[Na+].